This data is from NCI-60 drug combinations with 297,098 pairs across 59 cell lines. The task is: Regression. Given two drug SMILES strings and cell line genomic features, predict the synergy score measuring deviation from expected non-interaction effect. (1) Drug 1: C1=NNC2=C1C(=O)NC=N2. Drug 2: CC(C)CN1C=NC2=C1C3=CC=CC=C3N=C2N. Cell line: NCI/ADR-RES. Synergy scores: CSS=2.72, Synergy_ZIP=-2.09, Synergy_Bliss=-5.55, Synergy_Loewe=-3.93, Synergy_HSA=-3.89. (2) Cell line: CCRF-CEM. Drug 2: CC1C(C(CC(O1)OC2CC(OC(C2O)C)OC3=CC4=CC5=C(C(=O)C(C(C5)C(C(=O)C(C(C)O)O)OC)OC6CC(C(C(O6)C)O)OC7CC(C(C(O7)C)O)OC8CC(C(C(O8)C)O)(C)O)C(=C4C(=C3C)O)O)O)O. Synergy scores: CSS=50.7, Synergy_ZIP=-0.350, Synergy_Bliss=0.574, Synergy_Loewe=-2.67, Synergy_HSA=0.371. Drug 1: CCC1=CC2CC(C3=C(CN(C2)C1)C4=CC=CC=C4N3)(C5=C(C=C6C(=C5)C78CCN9C7C(C=CC9)(C(C(C8N6C)(C(=O)OC)O)OC(=O)C)CC)OC)C(=O)OC.C(C(C(=O)O)O)(C(=O)O)O. (3) Drug 1: C1=CC(=C2C(=C1NCCNCCO)C(=O)C3=C(C=CC(=C3C2=O)O)O)NCCNCCO. Drug 2: C1=CC=C(C(=C1)C(C2=CC=C(C=C2)Cl)C(Cl)Cl)Cl. Cell line: SK-OV-3. Synergy scores: CSS=50.1, Synergy_ZIP=0.810, Synergy_Bliss=1.16, Synergy_Loewe=-52.4, Synergy_HSA=1.65. (4) Drug 1: C1=CC(=CC=C1CCCC(=O)O)N(CCCl)CCCl. Drug 2: C1=NC(=NC(=O)N1C2C(C(C(O2)CO)O)O)N. Cell line: TK-10. Synergy scores: CSS=-4.02, Synergy_ZIP=-4.86, Synergy_Bliss=-8.71, Synergy_Loewe=-9.42, Synergy_HSA=-9.35. (5) Drug 1: CC(C)(C#N)C1=CC(=CC(=C1)CN2C=NC=N2)C(C)(C)C#N. Drug 2: CCC1(C2=C(COC1=O)C(=O)N3CC4=CC5=C(C=CC(=C5CN(C)C)O)N=C4C3=C2)O.Cl. Cell line: CCRF-CEM. Synergy scores: CSS=40.4, Synergy_ZIP=5.47, Synergy_Bliss=3.28, Synergy_Loewe=-35.2, Synergy_HSA=-5.12. (6) Cell line: MOLT-4. Synergy scores: CSS=0.983, Synergy_ZIP=-4.65, Synergy_Bliss=-10.4, Synergy_Loewe=-9.12, Synergy_HSA=-8.74. Drug 1: CN(C)N=NC1=C(NC=N1)C(=O)N. Drug 2: C1=NC(=NC(=O)N1C2C(C(C(O2)CO)O)O)N. (7) Drug 1: C1=CC=C(C=C1)NC(=O)CCCCCCC(=O)NO. Drug 2: C1C(C(OC1N2C=NC(=NC2=O)N)CO)O. Cell line: HCT116. Synergy scores: CSS=36.4, Synergy_ZIP=0.0791, Synergy_Bliss=0.368, Synergy_Loewe=1.64, Synergy_HSA=2.73. (8) Drug 1: C1=CC=C(C=C1)NC(=O)CCCCCCC(=O)NO. Drug 2: CN1C(=O)N2C=NC(=C2N=N1)C(=O)N. Cell line: HCT116. Synergy scores: CSS=42.1, Synergy_ZIP=2.08, Synergy_Bliss=0.332, Synergy_Loewe=-62.4, Synergy_HSA=-1.14. (9) Drug 1: C1=CC=C(C(=C1)C(C2=CC=C(C=C2)Cl)C(Cl)Cl)Cl. Drug 2: CN(CC1=CN=C2C(=N1)C(=NC(=N2)N)N)C3=CC=C(C=C3)C(=O)NC(CCC(=O)O)C(=O)O. Cell line: SK-OV-3. Synergy scores: CSS=35.0, Synergy_ZIP=4.44, Synergy_Bliss=4.81, Synergy_Loewe=-27.6, Synergy_HSA=0.374.